From a dataset of Peptide-MHC class I binding affinity with 185,985 pairs from IEDB/IMGT. Regression. Given a peptide amino acid sequence and an MHC pseudo amino acid sequence, predict their binding affinity value. This is MHC class I binding data. The peptide sequence is YTDLTYQSF. The MHC is HLA-A26:01 with pseudo-sequence HLA-A26:01. The binding affinity (normalized) is 0.496.